From a dataset of TCR-epitope binding with 47,182 pairs between 192 epitopes and 23,139 TCRs. Binary Classification. Given a T-cell receptor sequence (or CDR3 region) and an epitope sequence, predict whether binding occurs between them. The TCR CDR3 sequence is CASSLDSDHEQYF. Result: 1 (the TCR binds to the epitope). The epitope is PKYVKQNTLKLAT.